From a dataset of Forward reaction prediction with 1.9M reactions from USPTO patents (1976-2016). Predict the product of the given reaction. (1) Given the reactants [NH2:1][C:2]1[CH:36]=[CH:35][CH:34]=[CH:33][C:3]=1[CH2:4][C:5]1[CH:10]=[CH:9][C:8]([N:11]2[S:15](=[O:17])(=[O:16])[N:14]([CH2:18][CH2:19][Si:20]([CH3:23])([CH3:22])[CH3:21])[C:13](=[O:24])[CH2:12]2)=[C:7]([O:25][CH2:26][C:27]2[CH:32]=[CH:31][CH:30]=[CH:29][CH:28]=2)[CH:6]=1.[C:37](Cl)(=[O:39])[CH3:38], predict the reaction product. The product is: [CH2:26]([O:25][C:7]1[CH:6]=[C:5]([CH:10]=[CH:9][C:8]=1[N:11]1[CH2:12][C:13](=[O:24])[N:14]([CH2:18][CH2:19][Si:20]([CH3:21])([CH3:22])[CH3:23])[S:15]1(=[O:16])=[O:17])[CH2:4][C:3]1[CH:33]=[CH:34][CH:35]=[CH:36][C:2]=1[NH:1][C:37](=[O:39])[CH3:38])[C:27]1[CH:32]=[CH:31][CH:30]=[CH:29][CH:28]=1. (2) Given the reactants [Br:1][C:2]1[CH:3]=[C:4]2[C:9](=[CH:10][CH:11]=1)[N:8]=[C:7]([C:12]1[CH:17]=[C:16]([O:18][CH3:19])[C:15]([O:20][CH3:21])=[C:14]([O:22][CH3:23])[CH:13]=1)[CH:6]=[C:5]2[C:24]([OH:26])=O.Cl.Cl.[NH2:29][CH:30]([CH2:33][C:34]1[C:38]2=[N:39][CH:40]=[CH:41][CH:42]=[C:37]2[NH:36][CH:35]=1)[CH2:31][OH:32].C1C=CC2N(O)N=NC=2C=1.CCN=C=NCCCN(C)C, predict the reaction product. The product is: [OH:32][CH2:31][CH:30]([NH:29][C:24]([C:5]1[C:4]2[C:9](=[CH:10][CH:11]=[C:2]([Br:1])[CH:3]=2)[N:8]=[C:7]([C:12]2[CH:17]=[C:16]([O:18][CH3:19])[C:15]([O:20][CH3:21])=[C:14]([O:22][CH3:23])[CH:13]=2)[CH:6]=1)=[O:26])[CH2:33][C:34]1[C:38]2=[N:39][CH:40]=[CH:41][CH:42]=[C:37]2[NH:36][CH:35]=1.